Predict the reaction yield, written as a fraction of the theoretical maximum amount of product (1.0 means a 100% yield; for example, 0.34 means a 34% yield). From a dataset of Reaction yield outcomes from USPTO patents with 853,638 reactions. (1) The reactants are [CH3:1][C:2]1[CH:7]=[C:6]([C:8]2[CH:9]=[CH:10][C:11]3[N:17]4[CH2:18][C@H:14]([CH2:15][CH2:16]4)[NH:13][C:12]=3[N:19]=2)[CH:5]=[CH:4][N:3]=1.Cl[C:21](Cl)([O:23]C(=O)OC(Cl)(Cl)Cl)Cl.C(N(CC)CC)C.[O:39]1[C:48]2[C:43](=[N:44][CH:45]=[C:46]([NH2:49])[CH:47]=2)[O:42][CH2:41][CH2:40]1. The catalyst is O1CCCC1. The product is [O:39]1[C:48]2[C:43](=[N:44][CH:45]=[C:46]([NH:49][C:21]([N:13]3[C@@H:14]4[CH2:18][N:17]([CH2:16][CH2:15]4)[C:11]4[CH:10]=[CH:9][C:8]([C:6]5[CH:5]=[CH:4][N:3]=[C:2]([CH3:1])[CH:7]=5)=[N:19][C:12]3=4)=[O:23])[CH:47]=2)[O:42][CH2:41][CH2:40]1. The yield is 0.264. (2) The reactants are [CH2:1]([C@@H:5]1[N:10]([CH2:11][C:12]2[CH:16]=[C:15]([C:17]3[CH:22]=[CH:21][CH:20]=[CH:19][CH:18]=3)[O:14][N:13]=2)[CH2:9][C@H:8]([CH2:23][CH:24]([CH3:26])[CH3:25])[NH:7][C:6]1=[O:27])[CH:2]([CH3:4])[CH3:3].C([C@@H]1NC[C@H](CC(C)C)NC1=O)C(C)C.[Cl:43]C1C=CC(C2ON=C(C=O)C=2)=CC=1. No catalyst specified. The product is [Cl:43][C:20]1[CH:19]=[CH:18][C:17]([C:15]2[O:14][N:13]=[C:12]([CH2:11][N:10]3[CH2:9][C@H:8]([CH2:23][CH:24]([CH3:26])[CH3:25])[NH:7][C:6](=[O:27])[C@@H:5]3[CH2:1][CH:2]([CH3:4])[CH3:3])[CH:16]=2)=[CH:22][CH:21]=1. The yield is 0.102. (3) The reactants are [C:1]1([S:7]([N:10]2[C:14]3[CH:15]=[N:16][C:17]([C:20]#[N:21])=[C:18](O)[C:13]=3[C:12]3[CH:22]=[C:23]([Br:26])[CH:24]=[N:25][C:11]2=3)(=[O:9])=[O:8])[CH:6]=[CH:5][CH:4]=[CH:3][CH:2]=1.P(Cl)(Cl)(Cl)(Cl)[Cl:28]. The catalyst is ClC1C=CC=CC=1.ClCCl. The product is [C:1]1([S:7]([N:10]2[C:14]3[CH:15]=[N:16][C:17]([C:20]#[N:21])=[C:18]([Cl:28])[C:13]=3[C:12]3[CH:22]=[C:23]([Br:26])[CH:24]=[N:25][C:11]2=3)(=[O:9])=[O:8])[CH:6]=[CH:5][CH:4]=[CH:3][CH:2]=1. The yield is 0.530. (4) The reactants are [Br:1][C:2]1[CH:3]=[C:4]([CH:6]=[CH:7][CH:8]=1)[NH2:5].[F:9][C:10]([F:15])([F:14])[CH:11]1[O:13][CH2:12]1. No catalyst specified. The product is [Br:1][C:2]1[CH:3]=[C:4]([NH:5][CH2:12][CH:11]([OH:13])[C:10]([F:15])([F:14])[F:9])[CH:6]=[CH:7][CH:8]=1. The yield is 0.840. (5) The reactants are [C:1]([O:5][C:6](=[O:29])[CH2:7][C@@H:8]([CH2:17][O:18][S:19]([C:22]1[CH:27]=[CH:26][C:25]([CH3:28])=[CH:24][CH:23]=1)(=[O:21])=[O:20])[CH2:9][C@H:10]([CH3:16])[CH2:11][CH2:12][CH2:13][CH2:14][CH3:15])([CH3:4])([CH3:3])[CH3:2].C(OC(=O)C[C@@H](CO)C[C@@H](C)CCCCC)(C)(C)C. No catalyst specified. The product is [C:1]([O:5][C:6](=[O:29])[CH2:7][C@@H:8]([CH2:17][O:18][S:19]([C:22]1[CH:27]=[CH:26][C:25]([CH3:28])=[CH:24][CH:23]=1)(=[O:21])=[O:20])[CH2:9][C@@H:10]([CH3:16])[CH2:11][CH2:12][CH2:13][CH2:14][CH3:15])([CH3:2])([CH3:3])[CH3:4]. The yield is 0.640.